Dataset: Catalyst prediction with 721,799 reactions and 888 catalyst types from USPTO. Task: Predict which catalyst facilitates the given reaction. (1) Reactant: [O:1]=[C:2](Cl)OC(Cl)(Cl)Cl.[CH3:9][O:10][C:11]1[CH:16]=[CH:15][C:14]([N:17]2[CH2:22][CH2:21][N:20]([C:23]3[CH:28]=[CH:27][C:26]([NH2:29])=[CH:25][CH:24]=3)[CH2:19][CH2:18]2)=[CH:13][CH:12]=1.C(N(CC)CC)C. Product: [CH3:9][O:10][C:11]1[CH:12]=[CH:13][C:14]([N:17]2[CH2:22][CH2:21][N:20]([C:23]3[CH:28]=[CH:27][C:26]([N:29]=[C:2]=[O:1])=[CH:25][CH:24]=3)[CH2:19][CH2:18]2)=[CH:15][CH:16]=1. The catalyst class is: 4. (2) Reactant: Br[CH2:2][C:3]1[CH:12]=[CH:11][CH:10]=[C:9]([N+:13]([O-:15])=[O:14])[C:4]=1[C:5](OC)=[O:6].[CH3:16][NH2:17].C(Cl)Cl.CCOC(C)=O. Product: [CH3:16][N:17]1[CH2:2][C:3]2[C:4](=[C:9]([N+:13]([O-:15])=[O:14])[CH:10]=[CH:11][CH:12]=2)[C:5]1=[O:6]. The catalyst class is: 49. (3) Reactant: [CH2:1]([N:8]1[CH2:13][CH2:12][C@H:11]([N:14]2[CH2:19][CH2:18][NH:17][CH2:16][CH2:15]2)[C@H:10]([C:20]2[CH:25]=[CH:24][C:23]([Cl:26])=[CH:22][CH:21]=2)[CH2:9]1)[C:2]1[CH:7]=[CH:6][CH:5]=[CH:4][CH:3]=1.[CH:27]1[C:39]2[CH:38]([CH2:40][O:41][C:42](Cl)=[O:43])[C:37]3[C:32](=[CH:33][CH:34]=[CH:35][CH:36]=3)[C:31]=2[CH:30]=[CH:29][CH:28]=1. Product: [CH:27]1[C:39]2[CH:38]([CH2:40][O:41][C:42]([N:17]3[CH2:18][CH2:19][N:14]([C@H:11]4[CH2:12][CH2:13][N:8]([CH2:1][C:2]5[CH:7]=[CH:6][CH:5]=[CH:4][CH:3]=5)[CH2:9][C@H:10]4[C:20]4[CH:25]=[CH:24][C:23]([Cl:26])=[CH:22][CH:21]=4)[CH2:15][CH2:16]3)=[O:43])[C:37]3[C:32](=[CH:33][CH:34]=[CH:35][CH:36]=3)[C:31]=2[CH:30]=[CH:29][CH:28]=1. The catalyst class is: 503. (4) Reactant: O[CH2:2][CH2:3][O:4][CH2:5][CH2:6][NH:7][C:8](=[O:14])[O:9][C:10]([CH3:13])([CH3:12])[CH3:11].C1(P(C2C=CC=CC=2)C2C=CC=CC=2)C=CC=CC=1.[N:34]([C:41](OCC)=O)=NC(OCC)=O.C1(C)C=CC=CC=1.OC(C)(C)C#N. Product: [C:41]([CH2:2][CH2:3][O:4][CH2:5][CH2:6][NH:7][C:8](=[O:14])[O:9][C:10]([CH3:13])([CH3:12])[CH3:11])#[N:34]. The catalyst class is: 7. (5) Reactant: [C:1]([NH:8][CH:9]([C:11]([OH:13])=O)[CH3:10])([O:3][C:4]([CH3:7])([CH3:6])[CH3:5])=[O:2].F[P-](F)(F)(F)(F)F.C[N+:22](C)=C(N(C)C)ON1C2C=CC=CC=2N=N1.C(N(CC)C(C)C)(C)C.N. Product: [NH2:22][C:11](=[O:13])[CH:9]([NH:8][C:1](=[O:2])[O:3][C:4]([CH3:7])([CH3:6])[CH3:5])[CH3:10]. The catalyst class is: 9. (6) Reactant: [NH:1]1[CH:5]=[CH:4][N:3]=[CH:2]1.Cl.Cl[CH:8]([C:13]1[C:14](=[O:22])[C:15]([OH:21])=[C:16]([CH2:19][CH3:20])[NH:17][CH:18]=1)[C:9]([F:12])([F:11])[F:10]. Product: [CH2:19]([C:16]1[NH:17][CH:18]=[C:13]([CH:8]([N:1]2[CH:5]=[CH:4][N:3]=[CH:2]2)[C:9]([F:12])([F:10])[F:11])[C:14](=[O:22])[C:15]=1[OH:21])[CH3:20]. The catalyst class is: 23. (7) Reactant: [Cl:1][C:2]1[CH:8]=[CH:7][C:6]([CH3:9])=[C:5]([F:10])[C:3]=1[NH2:4].[Br:11]N1C(=O)CCC1=O. Product: [Cl:1][C:2]1[CH:8]=[C:7]([Br:11])[C:6]([CH3:9])=[C:5]([F:10])[C:3]=1[NH2:4]. The catalyst class is: 3. (8) Reactant: [I:1][CH3:2].[CH2:3]1[C:12]2[C:7](=[CH:8][CH:9]=[CH:10][CH:11]=2)[CH2:6][CH2:5][N:4]1[C:13]1[N:14]=[CH:15][CH:16]=[C:17]2[C:21]([CH2:22][N:23]([CH3:25])[CH3:24])=[C:20]([CH3:26])[N:19]([CH2:27][C:28]3[CH:33]=[CH:32][CH:31]=[C:30]([F:34])[CH:29]=3)[C:18]=12. Product: [I-:1].[CH2:3]1[C:12]2[C:7](=[CH:8][CH:9]=[CH:10][CH:11]=2)[CH2:6][CH2:5][N:4]1[C:13]1[N:14]=[CH:15][CH:16]=[C:17]2[C:21]([CH2:22][N+:23]([CH3:2])([CH3:24])[CH3:25])=[C:20]([CH3:26])[N:19]([CH2:27][C:28]3[CH:33]=[CH:32][CH:31]=[C:30]([F:34])[CH:29]=3)[C:18]=12. The catalyst class is: 8. (9) Reactant: O[CH2:2][CH2:3][O:4][C:5]1[C:10]([CH3:11])=[CH:9][C:8]([C:12]2[NH:21][C:20](=[O:22])[C:19]3[C:14](=[CH:15][C:16]([O:25][CH3:26])=[CH:17][C:18]=3[O:23][CH3:24])[N:13]=2)=[CH:7][C:6]=1[CH3:27].C1(P(C2C=CC=CC=2)C2C=CC=CC=2)C=CC=CC=1.[NH:47]1[C:51](=[O:52])[CH2:50][CH2:49][C:48]1=[O:53].C(N(CC)C(C)C)(C)C.CCOC(/N=N/C(OCC)=O)=O. The catalyst class is: 56. Product: [CH3:24][O:23][C:18]1[CH:17]=[C:16]([O:25][CH3:26])[CH:15]=[C:14]2[C:19]=1[C:20](=[O:22])[NH:21][C:12]([C:8]1[CH:9]=[C:10]([CH3:11])[C:5]([O:4][CH2:3][CH2:2][N:47]3[C:51](=[O:52])[CH2:50][CH2:49][C:48]3=[O:53])=[C:6]([CH3:27])[CH:7]=1)=[N:13]2. (10) Reactant: O=C1C2C(=CC=CC=2)C(=O)[N:3]1[CH2:12][C@@H:13]([NH:25][C:26]([C:28]1[S:29][C:30]([C:33]2[N:37]([CH3:38])[N:36]=[CH:35][CH:34]=2)=[CH:31][CH:32]=1)=[O:27])[CH2:14][C:15]1[CH:20]=[CH:19][CH:18]=[CH:17][C:16]=1[C:21]([F:24])([F:23])[F:22].NN. Product: [NH2:3][CH2:12][CH:13]([NH:25][C:26]([C:28]1[S:29][C:30]([C:33]2[N:37]([CH3:38])[N:36]=[CH:35][CH:34]=2)=[CH:31][CH:32]=1)=[O:27])[CH2:14][C:15]1[CH:20]=[CH:19][CH:18]=[CH:17][C:16]=1[C:21]([F:24])([F:23])[F:22]. The catalyst class is: 92.